From a dataset of Reaction yield outcomes from USPTO patents with 853,638 reactions. Predict the reaction yield, written as a fraction of the theoretical maximum amount of product (1.0 means a 100% yield; for example, 0.34 means a 34% yield). (1) The reactants are [Cl:1][C:2]1[CH:7]=[C:6]([C:8]2[O:12][CH:11]=[N:10][CH:9]=2)[C:5]([O:13][CH3:14])=[CH:4][C:3]=1[NH:15][C:16](=[O:30])[C@H:17]([NH:22]C(=O)OC(C)(C)C)[CH2:18][CH:19]([CH3:21])[CH3:20].C(O)(C(F)(F)F)=O. The catalyst is C(Cl)Cl. The product is [NH2:22][C@H:17]([CH2:18][CH:19]([CH3:21])[CH3:20])[C:16]([NH:15][C:3]1[CH:4]=[C:5]([O:13][CH3:14])[C:6]([C:8]2[O:12][CH:11]=[N:10][CH:9]=2)=[CH:7][C:2]=1[Cl:1])=[O:30]. The yield is 0.610. (2) The product is [C:14]([C:13]1[CH:16]=[CH:17][C:10]([CH2:9][C:22]([OH:24])=[O:23])=[CH:11][C:12]=1[C:18]([F:19])([F:20])[F:21])#[N:15]. The reactants are C([N-]C(C)C)(C)C.[Li+].[CH3:9][C:10]1[CH:17]=[CH:16][C:13]([C:14]#[N:15])=[C:12]([C:18]([F:21])([F:20])[F:19])[CH:11]=1.[C:22](=[O:24])=[O:23].[Cl-].[NH4+].Cl. The catalyst is C1COCC1.CCOC(C)=O. The yield is 0.880. (3) The product is [NH:13]([C:20]([O:22][C:23]([CH3:26])([CH3:25])[CH3:24])=[O:21])[C:14]([C:17]([NH:27][C@H:28]([C:36]([NH:38][C:39]1[CH:44]=[CH:43][CH:42]=[CH:41][CH:40]=1)=[O:37])[CH2:29][C:30]1[CH:35]=[CH:34][CH:33]=[CH:32][CH:31]=1)=[O:19])([CH3:15])[CH3:16]. The catalyst is C1COCC1. The yield is 0.926. The reactants are CCN=C=NCCCN(C)C.Cl.[NH:13]([C:20]([O:22][C:23]([CH3:26])([CH3:25])[CH3:24])=[O:21])[C:14]([C:17]([OH:19])=O)([CH3:16])[CH3:15].[NH2:27][C@H:28]([C:36]([NH:38][C:39]1[CH:44]=[CH:43][CH:42]=[CH:41][CH:40]=1)=[O:37])[CH2:29][C:30]1[CH:35]=[CH:34][CH:33]=[CH:32][CH:31]=1. (4) The catalyst is O1CCOCC1.Cl. The product is [O:12]1[CH2:17][CH2:16][CH:15]([CH:18]2[CH2:19][C:20]3[C:11]4[C:3](=[CH:4][CH:5]=[C:6]([C:7]([OH:9])=[O:8])[CH:10]=4)[NH:1][C:21]=3[CH2:22][CH2:23]2)[CH2:14][CH2:13]1. The reactants are [NH:1]([C:3]1[CH:11]=[CH:10][C:6]([C:7]([OH:9])=[O:8])=[CH:5][CH:4]=1)N.[O:12]1[CH2:17][CH2:16][CH:15]([CH:18]2[CH2:23][CH2:22][C:21](=O)[CH2:20][CH2:19]2)[CH2:14][CH2:13]1. The yield is 0.740. (5) The reactants are [Cl:1][C:2]1[CH:17]=[CH:16][C:5]([O:6][C@H:7]([CH3:15])[CH2:8][CH2:9][O:10]S(C)(=O)=O)=[C:4]([O:18][C:19]2[CH:24]=[CH:23][CH:22]=[CH:21][CH:20]=2)[CH:3]=1.C([O:27][C:28](=[O:42])[CH2:29][CH2:30][C:31]1[CH:36]=[CH:35][C:34](O)=[CH:33][C:32]=1[C:38]([F:41])([F:40])[F:39])C. No catalyst specified. The product is [Cl:1][C:2]1[CH:17]=[CH:16][C:5]([O:6][C@H:7]([CH3:15])[CH2:8][CH2:9][O:10][C:34]2[CH:35]=[CH:36][C:31]([CH2:30][CH2:29][C:28]([OH:42])=[O:27])=[C:32]([C:38]([F:39])([F:41])[F:40])[CH:33]=2)=[C:4]([O:18][C:19]2[CH:24]=[CH:23][CH:22]=[CH:21][CH:20]=2)[CH:3]=1. The yield is 0.750.